Dataset: CYP2D6 inhibition data for predicting drug metabolism from PubChem BioAssay. Task: Regression/Classification. Given a drug SMILES string, predict its absorption, distribution, metabolism, or excretion properties. Task type varies by dataset: regression for continuous measurements (e.g., permeability, clearance, half-life) or binary classification for categorical outcomes (e.g., BBB penetration, CYP inhibition). Dataset: cyp2d6_veith. (1) The molecule is O=C(CN1CCCC1)N/N=C/c1ccc(-c2cccc(Cl)c2)o1. The result is 0 (non-inhibitor). (2) The molecule is COc1ccc(/C=N/N=C/c2ccc(OC)c(O)c2)cc1O. The result is 0 (non-inhibitor). (3) The molecule is FC(F)(F)c1cc(CO[C@@H]2CCCN[C@H]2c2ccccc2)cc(C(F)(F)F)c1. The result is 1 (inhibitor). (4) The drug is c1ccc(CN(CC2=NCCN2)c2ccccc2)cc1. The result is 1 (inhibitor). (5) The molecule is O=C(O)/C=C(/C(=O)O)[C@]12CCN3CC4=CCO[C@@H]5CC(=O)N[C@@H]1[C@H]5[C@H]4C[C@H]32. The result is 0 (non-inhibitor).